The task is: Predict the product of the given reaction.. This data is from Forward reaction prediction with 1.9M reactions from USPTO patents (1976-2016). (1) Given the reactants CS([Cl:5])(=O)=O.C(N[C:14]1[C:19]([C:20]([NH2:22])=[O:21])=[CH:18][N:17]=[C:16](NC2C=CC(N3CCOC(CN)C3)=CC=2)[N:15]=1)C1C=CC=CC=1.C(N(CC)CC)C, predict the reaction product. The product is: [ClH:5].[N:15]1[CH:14]=[C:19]([C:20]([NH2:22])=[O:21])[CH:18]=[N:17][CH:16]=1. (2) Given the reactants [Cl-].ClC1N(C)CC[N+]=1C.[CH3:10][C:11]1[CH:19]=[C:18]([O:20][CH3:21])[CH:17]=[CH:16][C:12]=1[C:13]([OH:15])=O.[CH2:22]([C:27]12[CH2:34][CH2:33][C:30]([C:35]([NH:37][NH2:38])=O)([CH2:31][CH2:32]1)[CH2:29][CH2:28]2)[CH2:23][CH2:24][CH2:25][CH3:26].C(N(CC)CC)C, predict the reaction product. The product is: [CH3:21][O:20][C:18]1[CH:17]=[CH:16][C:12]([C:13]2[O:15][C:35]([C:30]34[CH2:31][CH2:32][C:27]([CH2:22][CH2:23][CH2:24][CH2:25][CH3:26])([CH2:34][CH2:33]3)[CH2:28][CH2:29]4)=[N:37][N:38]=2)=[C:11]([CH3:10])[CH:19]=1. (3) Given the reactants Cl.[CH3:2][O:3][CH2:4][C@H:5]1[C@H:14]2[CH2:15][CH2:16][N:17]([C:18]([C@H:20]3[CH2:25][CH2:24][CH2:23][CH2:22][C@H:21]3[NH2:26])=[O:19])[C@H:13]2[C:12]2[CH:11]=[CH:10][CH:9]=[CH:8][C:7]=2[NH:6]1.C(N(CC)CC)C.[NH:34]1[CH:38]=[CH:37][N:36]=[C:35]1[C:39]1[CH:47]=[CH:46][C:42]([C:43](O)=[O:44])=[CH:41][CH:40]=1.CCOC(OC(OCC)=O)=O, predict the reaction product. The product is: [NH:34]1[CH:38]=[CH:37][N:36]=[C:35]1[C:39]1[CH:40]=[CH:41][C:42]([C:43]([NH:26][C@@H:21]2[CH2:22][CH2:23][CH2:24][CH2:25][C@@H:20]2[C:18]([N:17]2[C@@H:13]3[C@@H:14]([C@H:5]([CH2:4][O:3][CH3:2])[NH:6][C:7]4[CH:8]=[CH:9][CH:10]=[CH:11][C:12]=43)[CH2:15][CH2:16]2)=[O:19])=[O:44])=[CH:46][CH:47]=1. (4) Given the reactants [C:1]([O-:4])([O-])=[O:2].[K+].[K+].[CH3:7]CN(CC)CC.[NH2:14][C:15]1[CH:22]=[CH:21][C:18]([C:19]#[N:20])=[CH:17][C:16]=1I, predict the reaction product. The product is: [NH2:14][C:15]1[CH:22]=[CH:21][C:18]([C:19]#[N:20])=[CH:17][C:16]=1[C:1]([O:4][CH3:7])=[O:2]. (5) Given the reactants [NH2:1][CH:2]([CH2:7][C:8]1[CH:13]=[CH:12][C:11]([Br:14])=[CH:10][CH:9]=1)[C:3]([O:5][CH3:6])=[O:4].[CH3:15][C:16]([O:19][C:20](O[C:20]([O:19][C:16]([CH3:18])([CH3:17])[CH3:15])=[O:21])=[O:21])([CH3:18])[CH3:17], predict the reaction product. The product is: [Br:14][C:11]1[CH:10]=[CH:9][C:8]([CH2:7][CH:2]([NH:1][C:20]([O:19][C:16]([CH3:18])([CH3:17])[CH3:15])=[O:21])[C:3]([O:5][CH3:6])=[O:4])=[CH:13][CH:12]=1. (6) Given the reactants [CH2:1]([N:3]1[CH2:7][CH2:6][C@H:5]([C:8]([C:17]2[CH:22]=[CH:21][CH:20]=[CH:19][CH:18]=2)([C:11]2[CH:16]=[CH:15][CH:14]=[CH:13][CH:12]=2)[C:9]#[N:10])[CH2:4]1)[CH3:2].[OH-:23].[Na+], predict the reaction product. The product is: [CH2:1]([N:3]1[CH2:7][CH2:6][C@H:5]([C:8]([C:17]2[CH:18]=[CH:19][CH:20]=[CH:21][CH:22]=2)([C:11]2[CH:12]=[CH:13][CH:14]=[CH:15][CH:16]=2)[C:9]([NH2:10])=[O:23])[CH2:4]1)[CH3:2].